This data is from Reaction yield outcomes from USPTO patents with 853,638 reactions. The task is: Predict the reaction yield, written as a fraction of the theoretical maximum amount of product (1.0 means a 100% yield; for example, 0.34 means a 34% yield). (1) The reactants are Cl[C:2]1[CH:10]=[CH:9][C:5]([C:6]([OH:8])=[O:7])=[CH:4][CH:3]=1.[C:11]([C:14]1[CH:15]=[C:16](B(O)O)[CH:17]=[CH:18][CH:19]=1)([OH:13])=[O:12].C([O-])([O-])=O.[K+].[K+]. The catalyst is CC([O-])=O.CC([O-])=O.[Pd+2].C1(P(C2CCCCC2)C2C=CC=CC=2C2C(OC)=CC=C(S([O-])(=O)=O)C=2OC)CCCCC1.[Na+].O. The product is [C:10]1([C:17]2[CH:16]=[CH:15][C:14]([C:11]([OH:13])=[O:12])=[CH:19][CH:18]=2)[CH:2]=[CH:3][CH:4]=[C:5]([C:6]([OH:8])=[O:7])[CH:9]=1. The yield is 0.950. (2) The reactants are Cl[C:2]1[CH:7]=[CH:6][C:5]([C:8]([NH:10][C@@H:11]([CH:19]2[CH2:24][CH2:23][CH2:22][CH2:21][CH2:20]2)[C:12]([O:14][C:15]([CH3:18])([CH3:17])[CH3:16])=[O:13])=[O:9])=[C:4]([NH:25][C:26]([NH:28][C:29]2[C:34]([CH3:35])=[CH:33][C:32]([CH3:36])=[CH:31][C:30]=2[CH3:37])=[O:27])[CH:3]=1.[OH:38][CH2:39][C:40]1[CH:45]=[CH:44][C:43](B(O)O)=[CH:42][CH:41]=1.C(=O)([O-])[O-].[Na+].[Na+]. The catalyst is C(#N)C.O.C(OCC)(=O)C.C1CCC(P(C2CCCCC2)C2CCCCC2)CC1.C1CCC(P(C2CCCCC2)C2CCCCC2)CC1.Cl[Pd]Cl. The product is [CH:19]1([C@H:11]([NH:10][C:8]([C:5]2[CH:6]=[CH:7][C:2]([C:43]3[CH:44]=[CH:45][C:40]([CH2:39][OH:38])=[CH:41][CH:42]=3)=[CH:3][C:4]=2[NH:25][C:26]([NH:28][C:29]2[C:34]([CH3:35])=[CH:33][C:32]([CH3:36])=[CH:31][C:30]=2[CH3:37])=[O:27])=[O:9])[C:12]([O:14][C:15]([CH3:18])([CH3:17])[CH3:16])=[O:13])[CH2:24][CH2:23][CH2:22][CH2:21][CH2:20]1. The yield is 0.730. (3) The reactants are [C:1]1(C2C=CC=CC=2)[CH:6]=[CH:5][C:4]([C:7]2[N:12]=[C:11]([C:13]3[CH:18]=[CH:17][C:16](B4OC(C)(C)C(C)(C)O4)=[CH:15][CH:14]=3)[N:10]=[C:9]([C:28]3[CH:33]=[CH:32][C:31](B4OC(C)(C)C(C)(C)O4)=[CH:30][CH:29]=3)[N:8]=2)=[CH:3][CH:2]=1.Cl[C:50]1[N:55]=[C:54]([CH3:56])[CH:53]=[C:52]([CH3:57])[N:51]=1.P([O-])([O-])([O-])=O.[K+].[K+].[K+].O1[CH2:71][CH2:70]OCC1. The catalyst is O.[Pd].C1(P(C2C=CC=CC=2)C2C=CC=CC=2)C=CC=CC=1.C1(P(C2C=CC=CC=2)C2C=CC=CC=2)C=CC=CC=1.C1(P(C2C=CC=CC=2)C2C=CC=CC=2)C=CC=CC=1.C1(P(C2C=CC=CC=2)C2C=CC=CC=2)C=CC=CC=1. The product is [C:1]1([C:71]2[CH:70]=[CH:3][CH:2]=[CH:1][CH:6]=2)[CH:2]=[CH:3][C:4]([C:7]2[N:12]=[C:11]([C:13]3[CH:18]=[CH:17][C:16]([C:50]4[N:55]=[C:54]([CH3:56])[CH:53]=[C:52]([CH3:57])[N:51]=4)=[CH:15][CH:14]=3)[N:10]=[C:9]([C:28]3[CH:29]=[CH:30][C:31]([C:50]4[N:55]=[C:54]([CH3:56])[CH:53]=[C:52]([CH3:57])[N:51]=4)=[CH:32][CH:33]=3)[N:8]=2)=[CH:5][CH:6]=1. The yield is 0.550. (4) The reactants are [CH2:1]([O:3][C:4]([C:6]1[C:10]([Cl:11])=[CH:9][NH:8][N:7]=1)=[O:5])[CH3:2].[C:12](=O)([O-])[O-].[K+].[K+].CC1CCCO1.IC. No catalyst specified. The product is [CH2:1]([O:3][C:4]([C:6]1[C:10]([Cl:11])=[CH:9][N:8]([CH3:12])[N:7]=1)=[O:5])[CH3:2]. The yield is 0.930.